From a dataset of Peptide-MHC class II binding affinity with 134,281 pairs from IEDB. Regression. Given a peptide amino acid sequence and an MHC pseudo amino acid sequence, predict their binding affinity value. This is MHC class II binding data. The peptide sequence is YDKFLANVSCVLTGK. The MHC is DRB1_0404 with pseudo-sequence DRB1_0404. The binding affinity (normalized) is 0.576.